From a dataset of Reaction yield outcomes from USPTO patents with 853,638 reactions. Predict the reaction yield, written as a fraction of the theoretical maximum amount of product (1.0 means a 100% yield; for example, 0.34 means a 34% yield). The reactants are CO[C:3](=[O:8])[C:4]([NH2:7])([CH3:6])[CH3:5].C(N(CC)C(C)C)(C)C.[Br:18][C:19]1[C:24]([CH3:25])=[CH:23][C:22]([NH:26][C:27](=O)[O:28]C)=[CH:21][C:20]=1[CH3:31].O. The catalyst is CC(N(C)C)=O. The product is [Br:18][C:19]1[C:24]([CH3:25])=[CH:23][C:22]([N:26]2[C:3](=[O:8])[C:4]([CH3:5])([CH3:6])[NH:7][C:27]2=[O:28])=[CH:21][C:20]=1[CH3:31]. The yield is 0.280.